From a dataset of Catalyst prediction with 721,799 reactions and 888 catalyst types from USPTO. Predict which catalyst facilitates the given reaction. (1) Reactant: C([O:9][C@H:10]1[C@@H:19]([OH:20])[C@@H:18]([CH2:21][O:22]C(=O)C2C=CC=CC=2)[O:17][C@@H:12](SC(C)C)[C@@H:11]1[OH:31])(=O)C1C=CC=CC=1.[CH3:32][C@@H:33]1[CH2:61][O:60][C@@:36]2([O:40][C@H:39]3[CH2:41][C@H:42]4[C@@H:47]5[CH2:48][CH2:49][C@@H:50]6[CH2:55][C@@H:54]([OH:56])[CH2:53][CH2:52][C@:51]6([CH3:57])[C@H:46]5[CH2:45][CH2:44][C@:43]4([CH3:58])[C@H:38]3[C@@H:37]2[CH3:59])[CH2:35][CH2:34]1.C1C(=O)N(I)C(=O)C1.[Si](OS(C(F)(F)F)(=O)=O)(C(C)C)(C(C)C)C(C)C. Product: [CH3:59][C@@H:37]1[C@:36]2([O:60][CH2:61][CH:33]([CH3:32])[CH2:34][CH2:35]2)[O:40][C@H:39]2[CH2:41][C@H:42]3[C@@H:47]4[CH2:48][CH2:49][C@@H:50]5[CH2:55][C@@H:54]([O:56][C@@H:12]6[O:17][C@H:18]([CH2:21][OH:22])[C@H:19]([OH:20])[C@H:10]([OH:9])[C@H:11]6[OH:31])[CH2:53][CH2:52][C@:51]5([CH3:57])[C@H:46]4[CH2:45][CH2:44][C@:43]3([CH3:58])[C@@H:38]12. The catalyst class is: 2. (2) Reactant: Br[CH2:2][CH2:3][O:4][C:5]1[CH:10]=[CH:9][C:8]([N+:11]([O-:13])=[O:12])=[CH:7][C:6]=1[O:14][CH3:15].[CH3:16][CH:17]1[CH2:22][CH:21]([CH3:23])[CH2:20][NH:19][CH2:18]1. Product: [CH3:15][O:14][C:6]1[CH:7]=[C:8]([N+:11]([O-:13])=[O:12])[CH:9]=[CH:10][C:5]=1[O:4][CH2:3][CH2:2][N:19]1[CH2:20][CH:21]([CH3:23])[CH2:22][CH:17]([CH3:16])[CH2:18]1. The catalyst class is: 98. (3) Reactant: S([NH:11][C@H:12]([C:16]([OH:18])=[O:17])[CH:13]([CH3:15])[CH3:14])(C1C=CC(C)=CC=1)(=O)=O.[CH:19](N(CC)C(C)C)([CH3:21])[CH3:20].[NH:28]([C:42]([O:44][C:45]([CH3:48])([CH3:47])[CH3:46])=[O:43])[C@H:29]([C:39]([OH:41])=O)[CH2:30][CH2:31][C:32](=[O:38])[O:33][C:34]([CH3:37])([CH3:36])[CH3:35].C1C=CC2N(O)N=NC=2C=1.C(Cl)CCl. Product: [NH:28]([C:42]([O:44][C:45]([CH3:48])([CH3:47])[CH3:46])=[O:43])[C@H:29]([C:39]([NH:11][C@H:12]([C:16]([O:18][CH2:21][CH:19]=[CH2:20])=[O:17])[CH:13]([CH3:14])[CH3:15])=[O:41])[CH2:30][CH2:31][C:32](=[O:38])[O:33][C:34]([CH3:35])([CH3:36])[CH3:37]. The catalyst class is: 3. (4) Reactant: [C:1](Cl)(=[O:8])[C:2]1[CH:7]=[CH:6][CH:5]=[CH:4][CH:3]=1.[OH:10][CH2:11][CH:12]([CH2:25][OH:26])[CH2:13][CH2:14][N:15]1[CH:22]=[C:21]([CH:23]=[CH2:24])[C:19](=[O:20])[NH:18][C:16]1=[O:17]. Product: [C:1]([O:10][CH2:11][CH:12]([CH2:25][O:26][C:1](=[O:8])[C:2]1[CH:7]=[CH:6][CH:5]=[CH:4][CH:3]=1)[CH2:13][CH2:14][N:15]1[CH:22]=[C:21]([CH:23]=[CH2:24])[C:19](=[O:20])[NH:18][C:16]1=[O:17])(=[O:8])[C:2]1[CH:7]=[CH:6][CH:5]=[CH:4][CH:3]=1. The catalyst class is: 17. (5) Reactant: [Cl:1][C:2]1[C:3]([O:16][CH3:17])=[CH:4][CH:5]=[C:6]2[C:11]=1[N:10]=[C:9]([C:12](O)=[O:13])[CH:8]=[C:7]2[OH:15].[Cl-].[NH4+].C[N:21](C(ON1N=NC2C=CC=NC1=2)=[N+](C)C)C.F[P-](F)(F)(F)(F)F.CN1CCOCC1. Product: [Cl:1][C:2]1[C:3]([O:16][CH3:17])=[CH:4][CH:5]=[C:6]2[C:11]=1[N:10]=[C:9]([C:12]([NH2:21])=[O:13])[CH:8]=[C:7]2[OH:15]. The catalyst class is: 3.